Regression. Given a peptide amino acid sequence and an MHC pseudo amino acid sequence, predict their binding affinity value. This is MHC class I binding data. From a dataset of Peptide-MHC class I binding affinity with 185,985 pairs from IEDB/IMGT. (1) The peptide sequence is SMAVAARKKL. The MHC is HLA-A02:02 with pseudo-sequence HLA-A02:02. The binding affinity (normalized) is 0.388. (2) The peptide sequence is RFFKHFMSL. The MHC is HLA-C06:02 with pseudo-sequence HLA-C06:02. The binding affinity (normalized) is 0.346.